From a dataset of Forward reaction prediction with 1.9M reactions from USPTO patents (1976-2016). Predict the product of the given reaction. (1) Given the reactants [F:1][C:2]1[CH:18]=[CH:17][C:5]2[C:6](=O)/[C:7](=[N:14]/[OH:15])/[C:8]3[CH:9]=[CH:10][N:11]=[CH:12][C:13]=3[C:4]=2[CH:3]=1.[CH3:19][C:20]([CH:23]=O)([CH3:22])[CH3:21].C([O-])(=O)C.[NH4+:29].[OH-].[Na+], predict the reaction product. The product is: [C:20]([C:23]1[N:14]([OH:15])[C:7]2=[C:8]3[C:13](=[C:4]4[CH:3]=[C:2]([F:1])[CH:18]=[CH:17][C:5]4=[C:6]2[N:29]=1)[CH:12]=[N:11][CH:10]=[CH:9]3)([CH3:22])([CH3:21])[CH3:19]. (2) Given the reactants [F:1][CH:2]([F:39])[O:3][C:4]1[CH:9]=[CH:8][C:7]([NH:10][C:11]2[N:15]=[C:14]([CH:16]3[CH2:18][CH:17]3[C:19]3[CH:20]=[C:21]4[C:26](=[CH:27][CH:28]=3)[N:25](COCC[Si](C)(C)C)[C:24](=[O:37])[CH:23]=[CH:22]4)[O:13][N:12]=2)=[CH:6][C:5]=1[CH3:38].[C:40]([OH:46])([C:42]([F:45])([F:44])[F:43])=[O:41], predict the reaction product. The product is: [C:40]([OH:46])([C:42]([F:45])([F:44])[F:43])=[O:41].[F:39][CH:2]([F:1])[O:3][C:4]1[CH:9]=[CH:8][C:7]([NH:10][C:11]2[N:15]=[C:14]([C@@H:16]3[CH2:18][C@H:17]3[C:19]3[CH:20]=[C:21]4[C:26](=[CH:27][CH:28]=3)[NH:25][C:24](=[O:37])[CH:23]=[CH:22]4)[O:13][N:12]=2)=[CH:6][C:5]=1[CH3:38]. (3) Given the reactants [N+:1]([C:4]1[CH:5]=[N:6][N:7]([CH2:9][O:10][CH2:11][CH2:12][Si:13]([CH3:16])([CH3:15])[CH3:14])[CH:8]=1)([O-:3])=[O:2].C[Si](C)(C)[N-][Si](C)(C)C.[Li+].[I:27]I, predict the reaction product. The product is: [I:27][C:8]1[N:7]([CH2:9][O:10][CH2:11][CH2:12][Si:13]([CH3:16])([CH3:15])[CH3:14])[N:6]=[CH:5][C:4]=1[N+:1]([O-:3])=[O:2].